Dataset: Full USPTO retrosynthesis dataset with 1.9M reactions from patents (1976-2016). Task: Predict the reactants needed to synthesize the given product. (1) The reactants are: C(N=C=NC(C)C)(C)C.[C:10](O)([CH3:13])([CH3:12])[CH3:11].ClCCl.[OH:18][C:19]1([C:22]([OH:24])=[O:23])[CH2:21][CH2:20]1. Given the product [OH:18][C:19]1([C:22]([O:24][C:10]([CH3:13])([CH3:12])[CH3:11])=[O:23])[CH2:21][CH2:20]1, predict the reactants needed to synthesize it. (2) Given the product [CH3:3][CH:2]([N:4]1[CH2:9][C:8]2[CH:10]=[C:11]([S:14][CH3:15])[CH:12]=[CH:13][C:7]=2[N:6]([CH2:22][CH:21]=[CH2:20])[S:5]1(=[O:17])=[O:16])[CH3:1], predict the reactants needed to synthesize it. The reactants are: [CH3:1][CH:2]([N:4]1[CH2:9][C:8]2[CH:10]=[C:11]([S:14][CH3:15])[CH:12]=[CH:13][C:7]=2[NH:6][S:5]1(=[O:17])=[O:16])[CH3:3].[H-].[Na+].[CH2:20](Br)[CH:21]=[CH2:22]. (3) The reactants are: [Cl:1][C:2]1[CH:20]=[CH:19][CH:18]=[CH:17][C:3]=1[C:4]([NH:6][C:7]1[CH:12]=[C:11]([N+:13]([O-])=O)[CH:10]=[CH:9][C:8]=1[Cl:16])=[O:5].O.O.[Sn](Cl)Cl.CCOC(C)=O. Given the product [NH2:13][C:11]1[CH:10]=[CH:9][C:8]([Cl:16])=[C:7]([NH:6][C:4](=[O:5])[C:3]2[CH:17]=[CH:18][CH:19]=[CH:20][C:2]=2[Cl:1])[CH:12]=1, predict the reactants needed to synthesize it. (4) Given the product [CH2:48]([O:3][C:2]([C:1]1[CH:34]=[CH:35][C:36]([OH:7])=[CH:37][CH:32]=1)=[O:4])[CH3:43], predict the reactants needed to synthesize it. The reactants are: [CH3:1][C:2]([OH:4])=[O:3].CC(O)=[O:7].C1C(N/C(/N)=N/C(/N)=N/CCCCCC/N=C(\N)/N=C(\N)/N[C:32]2[CH:37]=[CH:36][C:35](Cl)=[CH:34]C=2)=CC=C(Cl)C=1.[C:43]1(N)[C:48](F)=C(F)C(F)=C(N)C=1F.Cl.Cl. (5) Given the product [ClH:1].[OH:37][C:38]([CH3:44])([CH3:43])[CH2:39][C:40]([NH:3][CH2:4][CH2:5][N:6]1[C:14]2[C:13]([NH:15][C:16]3[CH:21]=[CH:20][C:19]([O:22][C:23]4[CH:28]=[CH:27][CH:26]=[C:25]([O:29][C:30]([F:34])([F:35])[CH:31]([F:32])[F:33])[CH:24]=4)=[C:18]([CH3:36])[CH:17]=3)=[N:12][CH:11]=[N:10][C:9]=2[CH:8]=[CH:7]1)=[O:41], predict the reactants needed to synthesize it. The reactants are: [ClH:1].Cl.[NH2:3][CH2:4][CH2:5][N:6]1[C:14]2[C:13]([NH:15][C:16]3[CH:21]=[CH:20][C:19]([O:22][C:23]4[CH:28]=[CH:27][CH:26]=[C:25]([O:29][C:30]([F:35])([F:34])[CH:31]([F:33])[F:32])[CH:24]=4)=[C:18]([CH3:36])[CH:17]=3)=[N:12][CH:11]=[N:10][C:9]=2[CH:8]=[CH:7]1.[OH:37][C:38]([CH3:44])([CH3:43])[CH2:39][C:40](O)=[O:41].ON1C2C=CC=CC=2N=N1.Cl.C(N=C=NCCCN(C)C)C.Cl.C(OCC)(=O)C. (6) Given the product [C:36]([C:8]1[C:9]([NH:11][C:12]2[CH:13]=[C:14]([CH:21]=[CH:22][C:23]=2[CH3:24])[C:15]([NH:17][O:18][CH2:19][CH3:20])=[O:16])=[N:10][C:5]([N:4]([CH2:3][C:2]([CH3:34])([CH3:1])[CH3:35])[CH3:33])=[N:6][C:7]=1[N:25]1[CH2:31][CH2:30][CH2:29][N:28]([CH3:32])[CH2:27][CH2:26]1)#[N:37], predict the reactants needed to synthesize it. The reactants are: [CH3:1][C:2]([CH3:35])([CH3:34])[CH2:3][N:4]([CH3:33])[C:5]1[N:10]=[C:9]([NH:11][C:12]2[CH:13]=[C:14]([CH:21]=[CH:22][C:23]=2[CH3:24])[C:15]([NH:17][O:18][CH2:19][CH3:20])=[O:16])[CH:8]=[C:7]([N:25]2[CH2:31][CH2:30][CH2:29][N:28]([CH3:32])[CH2:27][CH2:26]2)[N:6]=1.[C-:36]#[N:37].[Na+].BrBr. (7) Given the product [ClH:6].[ClH:6].[Br:1][C:2]1[CH:10]=[CH:9][CH:8]=[CH:7][C:3]=1[C:4]([NH:25][C:23]1[CH:22]=[CH:21][CH:20]=[C:19]([C:16]2[CH2:17][CH2:18][CH:13]([N:12]([CH3:26])[CH3:11])[CH2:14][CH:15]=2)[N:24]=1)=[O:5], predict the reactants needed to synthesize it. The reactants are: [Br:1][C:2]1[CH:10]=[CH:9][CH:8]=[CH:7][C:3]=1[C:4]([Cl:6])=[O:5].[CH3:11][N:12]([CH3:26])[CH:13]1[CH2:18][CH2:17][C:16]([C:19]2[N:24]=[C:23]([NH2:25])[CH:22]=[CH:21][CH:20]=2)=[CH:15][CH2:14]1.